Dataset: Forward reaction prediction with 1.9M reactions from USPTO patents (1976-2016). Task: Predict the product of the given reaction. (1) Given the reactants [N:1]1(C(OC(C)(C)C)=O)[CH2:8][C:7]([CH3:10])([CH3:9])[CH2:6][C@H:2]1[C:3]([OH:5])=[O:4].S(Cl)([Cl:20])=O.[CH3:22]O, predict the reaction product. The product is: [ClH:20].[CH3:22][O:5][C:3](=[O:4])[C@@H:2]1[CH2:6][C:7]([CH3:10])([CH3:9])[CH2:8][NH:1]1. (2) Given the reactants [Cl:1][CH2:2][CH2:3][CH2:4][CH2:5][C:6](Cl)=[O:7].[C:9]1([C@@H:15]([NH2:17])[CH3:16])[CH:14]=[CH:13][CH:12]=[CH:11][CH:10]=1.CCN(CC)CC, predict the reaction product. The product is: [Cl:1][CH2:2][CH2:3][CH2:4][CH2:5][C:6]([NH:17][C@H:15]([C:9]1[CH:14]=[CH:13][CH:12]=[CH:11][CH:10]=1)[CH3:16])=[O:7]. (3) Given the reactants F[B-](F)(F)F.[F:6][S:7]([F:19])([F:18])([F:17])([F:16])[C:8]1[CH:13]=[CH:12][C:11]([N+:14]#[N:15])=[CH:10][CH:9]=1.[NH2:20][C:21]1[CH:26]=[CH:25][CH:24]=[CH:23][CH:22]=1, predict the reaction product. The product is: [NH2:20][C:21]1[CH:26]=[CH:25][C:24](/[N:15]=[N:14]/[C:11]2[CH:12]=[CH:13][C:8]([S:7]([F:16])([F:17])([F:18])([F:19])[F:6])=[CH:9][CH:10]=2)=[CH:23][CH:22]=1. (4) Given the reactants [CH2:1]([O:3][C:4]([N:6]1[C:15]2[C:10](=[N:11][C:12]([O:16][CH3:17])=[CH:13][CH:14]=2)[C@@H:9]([NH:18][CH:19]([C:34]2[N:39]=[CH:38][C:37]([NH:40][C:41](=[O:54])[CH2:42][NH:43]C(OCC3C=CC=CC=3)=O)=[CH:36][N:35]=2)[C:20]2[CH:25]=[C:24]([C:26]([F:29])([F:28])[F:27])[CH:23]=[C:22]([C:30]([F:33])([F:32])[F:31])[CH:21]=2)[CH2:8][C@H:7]1[CH2:55][CH3:56])=[O:5])[CH3:2], predict the reaction product. The product is: [CH2:1]([O:3][C:4]([N:6]1[C:15]2[C:10](=[N:11][C:12]([O:16][CH3:17])=[CH:13][CH:14]=2)[C@@H:9]([NH:18][CH:19]([C:34]2[N:35]=[CH:36][C:37]([NH:40][C:41](=[O:54])[CH2:42][NH2:43])=[CH:38][N:39]=2)[C:20]2[CH:25]=[C:24]([C:26]([F:28])([F:29])[F:27])[CH:23]=[C:22]([C:30]([F:31])([F:32])[F:33])[CH:21]=2)[CH2:8][C@H:7]1[CH2:55][CH3:56])=[O:5])[CH3:2]. (5) Given the reactants [Cl:1][C:2]1[CH:7]=[CH:6][C:5]([NH:8][C:9](=[O:15])[O:10][C:11]([CH3:14])([CH3:13])[CH3:12])=[CH:4][CH:3]=1.C([Li])(CC)C.[Cl:21][C:22]1[CH:23]=[C:24]([O:32][CH3:33])[C:25]([O:30][CH3:31])=[C:26]([CH:29]=1)[CH:27]=[O:28].[Cl-].[NH4+], predict the reaction product. The product is: [Cl:1][C:2]1[CH:3]=[CH:4][C:5]([NH:8][C:9](=[O:15])[O:10][C:11]([CH3:12])([CH3:14])[CH3:13])=[C:6]([CH:27]([C:26]2[CH:29]=[C:22]([Cl:21])[CH:23]=[C:24]([O:32][CH3:33])[C:25]=2[O:30][CH3:31])[OH:28])[CH:7]=1. (6) Given the reactants [Li].ClC1C=CC(C)=CC=1.Br[C:11]1[CH:16]=[CH:15][C:14]([C:17]2[O:18][CH:19]=[N:20][N:21]=2)=[CH:13][CH:12]=1.C([Li])CCCCC.C([O:32][B:33](OC(C)C)[O:34]C(C)C)(C)C, predict the reaction product. The product is: [O:18]1[CH:19]=[N:20][N:21]=[C:17]1[C:14]1[CH:15]=[CH:16][C:11]([B:33]([OH:34])[OH:32])=[CH:12][CH:13]=1. (7) Given the reactants [Cl-].[CH3:2][O:3][C:4](=[O:10])[C@H:5]([NH3+:9])[CH2:6][C:7]#[CH:8].Cl[C:12]1[C:17]([N+:18]([O-:20])=[O:19])=[CH:16][CH:15]=[CH:14][N:13]=1, predict the reaction product. The product is: [N+:18]([C:17]1[C:12]([NH:9][C@H:5]([CH2:6][C:7]#[CH:8])[C:4]([O:3][CH3:2])=[O:10])=[N:13][CH:14]=[CH:15][CH:16]=1)([O-:20])=[O:19].